Dataset: Forward reaction prediction with 1.9M reactions from USPTO patents (1976-2016). Task: Predict the product of the given reaction. (1) Given the reactants [NH2:1][C:2]1[CH:3]=[C:4]([S:10]([N:13]([CH2:20][CH3:21])[C:14]2[CH:19]=[CH:18][CH:17]=[CH:16][CH:15]=2)(=[O:12])=[O:11])[CH:5]=[CH:6][C:7]=1[O:8][CH3:9].[N:22]([C:25]1[CH:34]=[CH:33][CH:32]=[CH:31][C:26]=1[C:27](OC)=[O:28])=[C:23]=[O:24].[CH2:35]1COCC1, predict the reaction product. The product is: [O:24]=[C:23]1[N:1]([C:2]2[CH:3]=[C:4]([S:10]([N:13]([CH2:20][CH3:21])[C:14]3[CH:15]=[CH:16][CH:17]=[CH:18][CH:19]=3)(=[O:12])=[O:11])[CH:5]=[CH:6][C:7]=2[O:8][CH2:9][CH3:35])[C:27](=[O:28])[C:26]2[C:25](=[CH:34][CH:33]=[CH:32][CH:31]=2)[NH:22]1. (2) Given the reactants I[C:2]1[CH:7]=[CH:6][C:5]([O:8][C:9]([F:12])([F:11])[F:10])=[CH:4][CH:3]=1.[Cl:13][C:14]1[N:19]=[CH:18][C:17](B(O)O)=[CH:16][C:15]=1[CH3:23].C([O-])([O-])=O.[K+].[K+].C([O-])([O-])=O.[Na+].[Na+], predict the reaction product. The product is: [Cl:13][C:14]1[C:15]([CH3:23])=[CH:16][C:17]([C:2]2[CH:7]=[CH:6][C:5]([O:8][C:9]([F:12])([F:11])[F:10])=[CH:4][CH:3]=2)=[CH:18][N:19]=1. (3) Given the reactants [CH3:1][S:2]([C:5]1[CH:13]=[CH:12][C:8]([C:9]([OH:11])=O)=[CH:7][CH:6]=1)(=[O:4])=[O:3].F[P-](F)(F)(F)(F)F.Br[P+](N1CCCC1)(N1CCCC1)N1CCCC1.Cl.[CH3:39][O:40][C:41]([C:43]1[N:44]([C:57]2[CH:62]=[CH:61][CH:60]=[CH:59][CH:58]=2)[C:45]2[C:50]([C:51](=[O:55])[C:52]=1[CH2:53][NH2:54])=[CH:49][CH:48]=[C:47]([Cl:56])[CH:46]=2)=[O:42], predict the reaction product. The product is: [CH3:39][O:40][C:41]([C:43]1[N:44]([C:57]2[CH:62]=[CH:61][CH:60]=[CH:59][CH:58]=2)[C:45]2[C:50]([C:51](=[O:55])[C:52]=1[CH2:53][NH:54][C:9](=[O:11])[C:8]1[CH:7]=[CH:6][C:5]([S:2]([CH3:1])(=[O:3])=[O:4])=[CH:13][CH:12]=1)=[CH:49][CH:48]=[C:47]([Cl:56])[CH:46]=2)=[O:42]. (4) Given the reactants [Cl:1][C:2]1[CH:3]=[CH:4][C:5]2[NH:14][C:13](=O)[C:12]3[CH:11]=[N:10][N:9]([CH3:16])[C:8]=3[NH:7][C:6]=2[CH:17]=1.[H-].[Al+3].[Li+].[H-].[H-].[H-].N, predict the reaction product. The product is: [Cl:1][C:2]1[CH:3]=[CH:4][C:5]2[NH:14][CH2:13][C:12]3[CH:11]=[N:10][N:9]([CH3:16])[C:8]=3[NH:7][C:6]=2[CH:17]=1. (5) The product is: [CH3:21][O:20][C:17]1[CH:18]=[CH:19][C:14]([CH2:13][N:7]2[CH2:6][CH2:5][C:4]3[N:3]=[C:2]([CH:22]=[CH2:23])[CH:11]=[CH:10][C:9]=3[C:8]2=[O:12])=[CH:15][CH:16]=1. Given the reactants Cl[C:2]1[CH:11]=[CH:10][C:9]2[C:8](=[O:12])[N:7]([CH2:13][C:14]3[CH:19]=[CH:18][C:17]([O:20][CH3:21])=[CH:16][CH:15]=3)[CH2:6][CH2:5][C:4]=2[N:3]=1.[CH:22]([B-](F)(F)F)=[CH2:23].[K+].C([O-])([O-])=O.[Cs+].[Cs+], predict the reaction product. (6) Given the reactants [CH2:1]([O:8][CH2:9][C@@H:10]([N:15]1C(=O)C2=CC=CC=C2C1=O)[CH2:11][CH2:12][CH:13]=[CH2:14])[C:2]1[CH:7]=[CH:6][CH:5]=[CH:4][CH:3]=1.O.NN, predict the reaction product. The product is: [NH2:15][C@@H:10]([CH2:11][CH2:12][CH:13]=[CH2:14])[CH2:9][O:8][CH2:1][C:2]1[CH:7]=[CH:6][CH:5]=[CH:4][CH:3]=1. (7) The product is: [CH3:16][C:17]1[C:22]([CH:23]([C:3]2[C:4]3[C:9](=[CH:8][CH:7]=[C:6]([N:10]4[CH2:15][CH2:14][O:13][CH2:12][CH2:11]4)[CH:5]=3)[NH:1][CH:2]=2)[CH2:24][N+:25]([O-:27])=[O:26])=[CH:21][CH:20]=[CH:19][C:18]=1[NH:28][C:29](=[O:38])[O:30][CH2:31][C:32]1[CH:33]=[CH:34][CH:35]=[CH:36][CH:37]=1. Given the reactants [NH:1]1[C:9]2[C:4](=[CH:5][C:6]([N:10]3[CH2:15][CH2:14][O:13][CH2:12][CH2:11]3)=[CH:7][CH:8]=2)[CH:3]=[CH:2]1.[CH3:16][C:17]1[C:22](/[CH:23]=[CH:24]/[N+:25]([O-:27])=[O:26])=[CH:21][CH:20]=[CH:19][C:18]=1[NH:28][C:29](=[O:38])[O:30][CH2:31][C:32]1[CH:37]=[CH:36][CH:35]=[CH:34][CH:33]=1, predict the reaction product. (8) Given the reactants [CH3:1][C:2]1[CH:3]=[C:4]2[C:12](=[CH:13][CH:14]=1)[NH:11][C:10]1[CH:9]([C:15]3[CH:20]=[CH:19][CH:18]=[C:17]([OH:21])[CH:16]=3)[NH:8][CH2:7][CH2:6][C:5]2=1.CCN(CC)CC.[NH:29]([C:41]([O:43][C:44]([CH3:47])([CH3:46])[CH3:45])=[O:42])[CH2:30][C:31](ON1C(=O)CCC1=O)=[O:32], predict the reaction product. The product is: [C:44]([O:43][C:41]([NH:29][CH2:30][C:31]([N:8]1[CH2:7][CH2:6][C:5]2[C:4]3[C:12](=[CH:13][CH:14]=[C:2]([CH3:1])[CH:3]=3)[NH:11][C:10]=2[CH:9]1[C:15]1[CH:16]=[C:17]([OH:21])[CH:18]=[CH:19][CH:20]=1)=[O:32])=[O:42])([CH3:47])([CH3:46])[CH3:45]. (9) Given the reactants [OH-].[Na+].C[O:4][C:5](=[O:33])[CH2:6][C:7]1[C:15]2[C:10](=[N:11][C:12]([Cl:16])=[CH:13][CH:14]=2)[N:9]([CH2:17][C:18]2[CH:23]=[CH:22][C:21]([S:24]([CH3:27])(=[O:26])=[O:25])=[CH:20][C:19]=2[C:28]([F:31])([F:30])[F:29])[C:8]=1[CH3:32], predict the reaction product. The product is: [Cl:16][C:12]1[N:11]=[C:10]2[N:9]([CH2:17][C:18]3[CH:23]=[CH:22][C:21]([S:24]([CH3:27])(=[O:26])=[O:25])=[CH:20][C:19]=3[C:28]([F:29])([F:31])[F:30])[C:8]([CH3:32])=[C:7]([CH2:6][C:5]([OH:33])=[O:4])[C:15]2=[CH:14][CH:13]=1. (10) Given the reactants [NH:1]1[CH2:6][CH2:5][CH:4]([C:7]([N:9]2[CH2:14][CH2:13][O:12][CH2:11][CH2:10]2)=[O:8])[CH2:3][CH2:2]1.[C:15]1([CH:21]([C:27]2[CH:32]=[CH:31][CH:30]=[CH:29][CH:28]=2)[N:22]2[CH2:25][C:24](=O)[CH2:23]2)[CH:20]=[CH:19][CH:18]=[CH:17][CH:16]=1, predict the reaction product. The product is: [C:15]1([CH:21]([C:27]2[CH:32]=[CH:31][CH:30]=[CH:29][CH:28]=2)[N:22]2[CH2:25][CH:24]([N:1]3[CH2:6][CH2:5][CH:4]([C:7]([N:9]4[CH2:14][CH2:13][O:12][CH2:11][CH2:10]4)=[O:8])[CH2:3][CH2:2]3)[CH2:23]2)[CH:16]=[CH:17][CH:18]=[CH:19][CH:20]=1.